From a dataset of Reaction yield outcomes from USPTO patents with 853,638 reactions. Predict the reaction yield, written as a fraction of the theoretical maximum amount of product (1.0 means a 100% yield; for example, 0.34 means a 34% yield). (1) The reactants are Br[C:2]1[CH:3]=[C:4]([NH:11][C:12]2[N:17]=[C:16]([C:18]([F:21])([F:20])[F:19])[CH:15]=[CH:14][N:13]=2)[CH:5]=[C:6]([CH2:8][O:9][CH3:10])[CH:7]=1.[B:22]1([B:22]2[O:26][C:25]([CH3:28])([CH3:27])[C:24]([CH3:30])([CH3:29])[O:23]2)[O:26][C:25]([CH3:28])([CH3:27])[C:24]([CH3:30])([CH3:29])[O:23]1.C([O-])(=O)C.[K+].CC(C1C=C(C(C)C)C(C2C=CC=CC=2P(C2CCCCC2)C2CCCCC2)=C(C(C)C)C=1)C. The catalyst is O1CCOCC1.C(OCC)(=O)C.C([O-])(=O)C.[Pd+2].C([O-])(=O)C. The product is [CH3:10][O:9][CH2:8][C:6]1[CH:5]=[C:4]([NH:11][C:12]2[N:17]=[C:16]([C:18]([F:21])([F:20])[F:19])[CH:15]=[CH:14][N:13]=2)[CH:3]=[C:2]([B:22]2[O:26][C:25]([CH3:28])([CH3:27])[C:24]([CH3:30])([CH3:29])[O:23]2)[CH:7]=1. The yield is 1.00. (2) The reactants are [C:1]([SH:3])#[N:2].N.[C:5](Cl)(=[O:12])[C:6]1[CH:11]=[CH:10][CH:9]=[CH:8][CH:7]=1.[CH3:14][O:15][C:16]1[CH:21]=[CH:20][C:19]([CH:22]2[CH2:27][CH2:26][O:25][CH2:24][CH2:23]2)=[CH:18][C:17]=1[NH2:28]. The catalyst is CC(C)=O. The product is [C:5]([NH:2][C:1]([NH:28][C:17]1[CH:18]=[C:19]([CH:22]2[CH2:27][CH2:26][O:25][CH2:24][CH2:23]2)[CH:20]=[CH:21][C:16]=1[O:15][CH3:14])=[S:3])(=[O:12])[C:6]1[CH:11]=[CH:10][CH:9]=[CH:8][CH:7]=1. The yield is 0.660.